Dataset: Forward reaction prediction with 1.9M reactions from USPTO patents (1976-2016). Task: Predict the product of the given reaction. (1) Given the reactants C[O:2][C:3]1[CH:4]=[C:5]([C:21]#[N:22])[C:6]2[C:11]([CH:12]=1)=[CH:10][CH:9]=[C:8]([C:13]1[CH:18]=[CH:17][CH:16]=[C:15]([O:19]C)[CH:14]=1)[CH:7]=2.Cl.[NH+]1C=CC=CC=1.Cl, predict the reaction product. The product is: [OH:2][C:3]1[CH:4]=[C:5]([C:21]#[N:22])[C:6]2[C:11]([CH:12]=1)=[CH:10][CH:9]=[C:8]([C:13]1[CH:18]=[CH:17][CH:16]=[C:15]([OH:19])[CH:14]=1)[CH:7]=2. (2) Given the reactants [F:1][C:2]1[CH:3]=[C:4]([CH:29]=[C:30]([N:32]2[CH2:37][CH2:36][CH2:35][CH2:34][CH2:33]2)[CH:31]=1)[C:5]([NH:7][C:8]1[C:17]2[C:12](=[CH:13][CH:14]=[CH:15][CH:16]=2)[C:11]([O:18][C:19]2[CH:24]=[CH:23][N:22]=[C:21](S(C)(=O)=O)[N:20]=2)=[CH:10][CH:9]=1)=[O:6].[NH:38]1[CH2:43][CH2:42][CH2:41][CH:40]([OH:44])[CH2:39]1, predict the reaction product. The product is: [F:1][C:2]1[CH:3]=[C:4]([CH:29]=[C:30]([N:32]2[CH2:37][CH2:36][CH2:35][CH2:34][CH2:33]2)[CH:31]=1)[C:5]([NH:7][C:8]1[C:17]2[C:12](=[CH:13][CH:14]=[CH:15][CH:16]=2)[C:11]([O:18][C:19]2[CH:24]=[CH:23][N:22]=[C:21]([N:38]3[CH2:43][CH2:42][CH2:41][CH:40]([OH:44])[CH2:39]3)[N:20]=2)=[CH:10][CH:9]=1)=[O:6]. (3) Given the reactants [Br:1][C:2]1[CH:3]=[C:4]2[C:9](=[CH:10][CH:11]=1)[NH:8][C:7](=[O:12])[CH:6]=[CH:5]2.[H-].[Na+].Cl[CH2:16][C:17]1[CH:22]=[CH:21][C:20]([O:23][CH3:24])=[CH:19][CH:18]=1, predict the reaction product. The product is: [Br:1][C:2]1[CH:3]=[C:4]2[C:9](=[CH:10][CH:11]=1)[N:8]([CH2:16][C:17]1[CH:22]=[CH:21][C:20]([O:23][CH3:24])=[CH:19][CH:18]=1)[C:7](=[O:12])[CH:6]=[CH:5]2. (4) The product is: [Cl:30][C:13]1[CH:12]=[CH:11][N:10]=[C:9]2[NH:8][C:16]([CH:17]3[CH2:22][CH2:21][CH2:20][N:19]([C:23]([O:25][C:26]([CH3:29])([CH3:28])[CH3:27])=[O:24])[CH2:18]3)=[CH:15][C:14]=12. Given the reactants C(OC([NH:8][C:9]1[C:14]([C:15]#[C:16][CH:17]2[CH2:22][CH2:21][CH2:20][N:19]([C:23]([O:25][C:26]([CH3:29])([CH3:28])[CH3:27])=[O:24])[CH2:18]2)=[C:13]([Cl:30])[CH:12]=[CH:11][N:10]=1)=O)(C)(C)C.CC(C)([O-])C.[K+].C1OCCOCCOCCOCCOCCOC1, predict the reaction product.